This data is from Forward reaction prediction with 1.9M reactions from USPTO patents (1976-2016). The task is: Predict the product of the given reaction. (1) Given the reactants [F:1][S:2]([F:16])([F:15])([F:14])([F:13])[C:3]1[CH:4]=[C:5]([NH:9][C:10](=[O:12])[CH3:11])[CH:6]=[CH:7][CH:8]=1.[N+:17]([O-:20])([OH:19])=[O:18], predict the reaction product. The product is: [N+:17]([C:8]1[CH:7]=[CH:6][C:5]([NH:9][C:10](=[O:12])[CH3:11])=[CH:4][C:3]=1[S:2]([F:13])([F:14])([F:15])([F:16])[F:1])([O-:19])=[O:18].[N+:17]([C:6]1[CH:7]=[CH:8][C:3]([S:2]([F:16])([F:15])([F:1])([F:13])[F:14])=[CH:4][C:5]=1[NH:9][C:10](=[O:12])[CH3:11])([O-:20])=[O:18]. (2) The product is: [N:77]1[CH:76]=[CH:75][C:74]([C:72]2[CH:71]=[CH:70][N:69]3[C:65]([C:2]4[CH:3]=[CH:4][C:5]([NH:8][C:9]([NH:11][C:12]5[CH:17]=[CH:16][CH:15]=[C:14]([C:18]([F:21])([F:20])[F:19])[CH:13]=5)=[O:10])=[N:6][CH:7]=4)=[CH:66][N:67]=[C:68]3[CH:73]=2)=[CH:79][CH:78]=1. Given the reactants Br[C:2]1[CH:3]=[CH:4][C:5]([NH:8][C:9]([NH:11][C:12]2[CH:17]=[CH:16][CH:15]=[C:14]([C:18]([F:21])([F:20])[F:19])[CH:13]=2)=[O:10])=[N:6][CH:7]=1.B1(B2OC(C)(C)C(C)(C)O2)OC(C)(C)C(C)(C)O1.C1(P(C2CCCCC2)C2CCCCC2)CCCCC1.C([O-])(=O)C.[K+].I[C:65]1[N:69]2[CH:70]=[CH:71][C:72]([C:74]3[CH:79]=[CH:78][N:77]=[CH:76][CH:75]=3)=[CH:73][C:68]2=[N:67][CH:66]=1.C(=O)([O-])[O-].[Na+].[Na+], predict the reaction product. (3) The product is: [CH:1]([C:4]1[C:8]([CH2:9][CH2:10][OH:11])=[CH:7][N:6]([C:15]2[CH:20]=[CH:19][C:18]([C:21]([F:22])([F:24])[F:23])=[CH:17][N:16]=2)[N:5]=1)([CH3:3])[CH3:2]. Given the reactants [CH:1]([C:4]1[C:8]([CH2:9][C:10](OCC)=[O:11])=[CH:7][N:6]([C:15]2[CH:20]=[CH:19][C:18]([C:21]([F:24])([F:23])[F:22])=[CH:17][N:16]=2)[N:5]=1)([CH3:3])[CH3:2].O1CCCC1.[H-].C([Al+]CC(C)C)C(C)C.Cl, predict the reaction product. (4) The product is: [OH:18][CH2:17][C:15]1[C:14]([C:19]([F:22])([F:21])[F:20])=[N:13][N:12]([CH2:11][C:7]2[CH:6]=[C:5]3[C:10](=[CH:9][CH:8]=2)[CH:2]([NH:1][C:23](=[O:27])[CH:24]([CH3:26])[CH3:25])[CH2:3][CH2:4]3)[CH:16]=1. Given the reactants [NH2:1][CH:2]1[C:10]2[C:5](=[CH:6][C:7]([CH2:11][N:12]3[CH:16]=[C:15]([CH2:17][OH:18])[C:14]([C:19]([F:22])([F:21])[F:20])=[N:13]3)=[CH:8][CH:9]=2)[CH2:4][CH2:3]1.[C:23](O)(=[O:27])[CH:24]([CH3:26])[CH3:25].C(N(CC)CC)C.C1C=CC2N(O)N=NC=2C=1.CCN=C=NCCCN(C)C.CCN=C=NCCCN(C)C, predict the reaction product.